This data is from Forward reaction prediction with 1.9M reactions from USPTO patents (1976-2016). The task is: Predict the product of the given reaction. Given the reactants [NH2:1][C:2]1[N:6]([CH3:7])[C:5](=[O:8])[C:4]([C:15]2[CH:16]=[C:17]([C:21]3[CH:26]=[CH:25][CH:24]=[CH:23][CH:22]=3)[CH:18]=[CH:19][CH:20]=2)([CH:9]2[CH2:14][CH2:13][NH:12][CH2:11][CH2:10]2)[N:3]=1.[NH4+].[Cl-].[S:29]1[CH:33]=[CH:32][CH:31]=[C:30]1[C:34](O)=[O:35].Cl.C(N=C=N)C, predict the reaction product. The product is: [NH2:1][C:2]1[N:6]([CH3:7])[C:5](=[O:8])[C:4]([C:15]2[CH:16]=[C:17]([C:21]3[CH:26]=[CH:25][CH:24]=[CH:23][CH:22]=3)[CH:18]=[CH:19][CH:20]=2)([CH:9]2[CH2:14][CH2:13][N:12]([C:34]([C:30]3[S:29][CH:33]=[CH:32][CH:31]=3)=[O:35])[CH2:11][CH2:10]2)[N:3]=1.